Dataset: Full USPTO retrosynthesis dataset with 1.9M reactions from patents (1976-2016). Task: Predict the reactants needed to synthesize the given product. Given the product [S:25]1[CH:26]=[CH:27][C:23]([C:18]2[CH:19]=[C:20]3[C:15](=[CH:16][CH:17]=2)[CH2:14][N:13]([C:11]2[CH:10]=[CH:9][N:8]=[C:7]([CH:5]([OH:4])[CH3:6])[N:12]=2)[CH2:22][CH2:21]3)=[CH:24]1, predict the reactants needed to synthesize it. The reactants are: C([O:4][C@@H:5]([C:7]1[N:12]=[C:11]([N:13]2[CH2:22][CH2:21][C:20]3[C:15](=[CH:16][CH:17]=[C:18]([C:23]4[CH:27]=[CH:26][S:25][CH:24]=4)[CH:19]=3)[CH2:14]2)[CH:10]=[CH:9][N:8]=1)[CH3:6])(=O)C.O.[OH-].[Li+].